The task is: Predict the product of the given reaction.. This data is from Forward reaction prediction with 1.9M reactions from USPTO patents (1976-2016). (1) Given the reactants [C:1]([C:5]1[CH:10]=[CH:9][C:8]([C:11]2[C:19]3[C:14](=[CH:15][CH:16]=[CH:17][CH:18]=3)[N:13]([CH2:20][C:21]3[CH:26]=[C:25](O)[CH:24]=[C:23]([O:28][CH2:29][CH:30]4[CH2:32][CH2:31]4)[CH:22]=3)[C:12]=2[C:33]([O:35][CH2:36][CH3:37])=[O:34])=[CH:7][CH:6]=1)([CH3:4])([CH3:3])[CH3:2].C(OC1C=C(C=C(OCC2CC2)C=1)CN1C2C(=CC=CC=2)C(C2C=CC(C(C)(C)C)=CC=2)=C1C(OCC)=O)C1C=CC=CC=1.O(S(C(F)(F)F)(=O)=O)S(C(F)(F)F)(=O)=O.[C:97]([C:100]1[CH:105]=[CH:104][C:103](B(O)O)=[CH:102][CH:101]=1)([OH:99])=[O:98].C([O-])([O-])=O.[Na+].[Na+], predict the reaction product. The product is: [CH:30]1([CH2:29][O:28][C:23]2[CH:24]=[C:25]([C:103]3[CH:104]=[CH:105][C:100]([C:97]([OH:99])=[O:98])=[CH:101][CH:102]=3)[CH:26]=[C:21]([CH2:20][N:13]3[C:14]4[C:19](=[CH:18][CH:17]=[CH:16][CH:15]=4)[C:11]([C:8]4[CH:7]=[CH:6][C:5]([C:1]([CH3:4])([CH3:2])[CH3:3])=[CH:10][CH:9]=4)=[C:12]3[C:33]([O:35][CH2:36][CH3:37])=[O:34])[CH:22]=2)[CH2:32][CH2:31]1. (2) Given the reactants [CH3:1][O:2][C:3]1[CH:4]=[C:5]([NH:11][C:12]2[C:13]3[N:29]=[CH:28][S:27][C:14]=3[N:15]=[C:16]([C:18]3[CH:19]=[C:20]([CH:24]=[CH:25][CH:26]=3)[C:21]([OH:23])=O)[N:17]=2)[CH:6]=[CH:7][C:8]=1[O:9][CH3:10].CCN(C(C)C)C(C)C.[N:39]1([C:46]([O:48][C:49]([CH3:52])([CH3:51])[CH3:50])=[O:47])[CH2:45][CH2:44][CH2:43][NH:42][CH2:41][CH2:40]1.C1N(P(Cl)(N2C(=O)OCC2)=O)C(=O)OC1, predict the reaction product. The product is: [C:49]([O:48][C:46]([N:39]1[CH2:45][CH2:44][CH2:43][N:42]([C:21](=[O:23])[C:20]2[CH:24]=[CH:25][CH:26]=[C:18]([C:16]3[N:17]=[C:12]([NH:11][C:5]4[CH:6]=[CH:7][C:8]([O:9][CH3:10])=[C:3]([O:2][CH3:1])[CH:4]=4)[C:13]4[N:29]=[CH:28][S:27][C:14]=4[N:15]=3)[CH:19]=2)[CH2:41][CH2:40]1)=[O:47])([CH3:52])([CH3:50])[CH3:51]. (3) Given the reactants [C:1]([C:3]([C:9]#[N:10])=[C:4]([C:7]#[N:8])[C:5]#[N:6])#N.[CH2:11]([N:15]([CH2:31][CH2:32][CH2:33][CH3:34])[C:16]1[CH:21]=[CH:20][C:19]([CH:22]=[CH:23][C:24]2[S:25]C=[CH:27][CH:28]=2)=[C:18]([O:29][CH3:30])[CH:17]=1)[CH2:12][CH2:13][CH3:14], predict the reaction product. The product is: [C:5]([C:4](=[C:3]([C:1]1[S:25][C:24]([CH:23]=[CH:22][C:19]2[CH:20]=[CH:21][C:16]([N:15]([CH2:31][CH2:32][CH2:33][CH3:34])[CH2:11][CH2:12][CH2:13][CH3:14])=[CH:17][C:18]=2[O:29][CH3:30])=[CH:28][CH:27]=1)[C:9]#[N:10])[C:7]#[N:8])#[N:6]. (4) The product is: [F:19][C:20]1[CH:21]=[CH:22][C:23]([C:26]2[CH:34]=[CH:33][CH:32]=[C:31]3[C:27]=2[CH2:28][CH:29]=[C:30]3[CH2:9][CH2:8][N:1]2[CH2:7][CH2:6][CH2:5][CH2:4][CH2:3][CH2:2]2)=[CH:24][CH:25]=1. Given the reactants [N:1]1([C:8](=O)[CH3:9])[CH2:7][CH2:6][CH2:5][CH2:4][CH2:3][CH2:2]1.[Li+].CC([N-]C(C)C)C.[F:19][C:20]1[CH:25]=[CH:24][C:23]([C:26]2[CH:34]=[CH:33][CH:32]=[C:31]3[C:27]=2[CH2:28][CH2:29][C:30]3=O)=[CH:22][CH:21]=1.Cl.[AlH3].N(CC)(C)C, predict the reaction product.